Dataset: Forward reaction prediction with 1.9M reactions from USPTO patents (1976-2016). Task: Predict the product of the given reaction. (1) Given the reactants [CH:1]1([O:6][C:7]2[CH:13]=[CH:12][C:10]([NH2:11])=[CH:9][CH:8]=2)[CH2:5][CH2:4][CH2:3][CH2:2]1.[CH2:14]([O:16][CH:17]([O:20][CH2:21][CH3:22])[CH2:18]Br)[CH3:15].C(=O)([O-])[O-].[K+].[K+], predict the reaction product. The product is: [CH:1]1([O:6][C:7]2[CH:8]=[CH:9][C:10]([NH:11][CH2:18][CH:17]([O:20][CH2:21][CH3:22])[O:16][CH2:14][CH3:15])=[CH:12][CH:13]=2)[CH2:5][CH2:4][CH2:3][CH2:2]1. (2) Given the reactants [N:1]([CH2:4][C:5]1[CH:10]=[CH:9][CH:8]=[C:7]([Br:11])[N:6]=1)=[N+:2]=[N-:3].[CH2:12]([NH:15][C:16](=[O:22])[O:17][C:18]([CH3:21])([CH3:20])[CH3:19])[C:13]#[CH:14].O=C1O[C@H]([C@H](CO)O)C([O-])=C1O.[Na+], predict the reaction product. The product is: [C:18]([O:17][C:16](=[O:22])[NH:15][CH2:12][C:13]1[N:3]=[N:2][N:1]([CH2:4][C:5]2[CH:10]=[CH:9][CH:8]=[C:7]([Br:11])[N:6]=2)[CH:14]=1)([CH3:21])([CH3:20])[CH3:19]. (3) Given the reactants [NH2:1][C:2]1[CH:7]=[CH:6][C:5]([C:8]2[CH:13]=[C:12]([NH:14][CH2:15][C:16]3[CH:21]=[CH:20][C:19]([Cl:22])=[CH:18][C:17]=3[Cl:23])[N:11]3[N:24]=[CH:25][CH:26]=[C:10]3[N:9]=2)=[CH:4][CH:3]=1.[CH3:27][N:28](NC(Cl)=O)[CH3:29].C([O:37][CH2:38]C)(=O)C, predict the reaction product. The product is: [Cl:23][C:17]1[CH:18]=[C:19]([Cl:22])[CH:20]=[CH:21][C:16]=1[CH2:15][NH:14][C:12]1[N:11]2[N:24]=[CH:25][CH:26]=[C:10]2[N:9]=[C:8]([C:5]2[CH:6]=[CH:7][C:2]([NH:1][C:38](=[O:37])[N:28]([CH3:29])[CH3:27])=[CH:3][CH:4]=2)[CH:13]=1. (4) Given the reactants [NH:1]1[CH2:6][CH2:5][CH2:4][CH2:3][CH:2]1[C:7]([O:9][CH2:10][CH3:11])=[O:8].C(N(CC)CC)C.[C:19]1([CH2:25][S:26](Cl)(=[O:28])=[O:27])[CH:24]=[CH:23][CH:22]=[CH:21][CH:20]=1, predict the reaction product. The product is: [CH2:25]([S:26]([N:1]1[CH2:6][CH2:5][CH2:4][CH2:3][CH:2]1[C:7]([O:9][CH2:10][CH3:11])=[O:8])(=[O:28])=[O:27])[C:19]1[CH:24]=[CH:23][CH:22]=[CH:21][CH:20]=1. (5) Given the reactants Br[C:2]1[CH:3]=[C:4]2[CH:10]=[CH:9][NH:8][C:5]2=[N:6][CH:7]=1.[CH3:11][O:12][C:13]1[CH:14]=[C:15](B(O)O)[CH:16]=[C:17]([O:21][CH3:22])[C:18]=1[O:19][CH3:20].C([O-])([O-])=O.[Na+].[Na+].CCOC(C)=O, predict the reaction product. The product is: [CH3:22][O:21][C:17]1[CH:16]=[C:15]([C:2]2[CH:3]=[C:4]3[CH:10]=[CH:9][NH:8][C:5]3=[N:6][CH:7]=2)[CH:14]=[C:13]([O:12][CH3:11])[C:18]=1[O:19][CH3:20]. (6) Given the reactants [Li].C[O:3][C:4](=[O:26])[C:5]1[CH:10]=[CH:9][C:8]([S:11]([N:14]2[C:22]3[C:17](=[CH:18][CH:19]=[CH:20][CH:21]=3)[C:16]([CH:23]3[CH2:25][CH2:24]3)=[CH:15]2)(=[O:13])=[O:12])=[CH:7][CH:6]=1.O1CCOCC1.Cl, predict the reaction product. The product is: [CH:23]1([C:16]2[C:17]3[C:22](=[CH:21][CH:20]=[CH:19][CH:18]=3)[N:14]([S:11]([C:8]3[CH:7]=[CH:6][C:5]([C:4]([OH:26])=[O:3])=[CH:10][CH:9]=3)(=[O:12])=[O:13])[CH:15]=2)[CH2:24][CH2:25]1.